From a dataset of Retrosynthesis with 50K atom-mapped reactions and 10 reaction types from USPTO. Predict the reactants needed to synthesize the given product. Given the product O=C(O)CC(c1cccc(F)c1)c1cccc(F)c1, predict the reactants needed to synthesize it. The reactants are: CCOC(=O)CC(c1cccc(F)c1)c1cccc(F)c1.